From a dataset of Forward reaction prediction with 1.9M reactions from USPTO patents (1976-2016). Predict the product of the given reaction. (1) Given the reactants C[O:2][C:3](=[O:40])[C:4]1[CH:9]=[C:8]([O:10][C:11]2[CH:16]=[CH:15][C:14]([NH:17][S:18]([C:21]3[CH:26]=[CH:25][C:24]([CH3:27])=[CH:23][CH:22]=3)(=[O:20])=[O:19])=[C:13]([CH3:28])[CH:12]=2)[CH:7]=[CH:6][C:5]=1[NH:29][S:30]([C:33]1[CH:38]=[CH:37][C:36]([CH3:39])=[CH:35][CH:34]=1)(=[O:32])=[O:31].[Li+].[OH-].Cl, predict the reaction product. The product is: [CH3:28][C:13]1[CH:12]=[C:11]([CH:16]=[CH:15][C:14]=1[NH:17][S:18]([C:21]1[CH:22]=[CH:23][C:24]([CH3:27])=[CH:25][CH:26]=1)(=[O:20])=[O:19])[O:10][C:8]1[CH:7]=[CH:6][C:5]([NH:29][S:30]([C:33]2[CH:34]=[CH:35][C:36]([CH3:39])=[CH:37][CH:38]=2)(=[O:32])=[O:31])=[C:4]([CH:9]=1)[C:3]([OH:40])=[O:2]. (2) Given the reactants [Cl:1][C:2]([Cl:35])([Cl:34])[CH2:3][O:4][C:5]([N:7]1[CH2:12][C:11]([NH:13][C:14]([O:16][C:17]([CH3:20])([CH3:19])[CH3:18])=[O:15])=[N:10][C:9]([CH:31]([F:33])[F:32])([C:21]2[CH:26]=[C:25]([N+:27]([O-])=O)[CH:24]=[CH:23][C:22]=2[F:30])[CH2:8]1)=[O:6].[NH4+].[Cl-], predict the reaction product. The product is: [Cl:35][C:2]([Cl:1])([Cl:34])[CH2:3][O:4][C:5]([N:7]1[CH2:12][C:11]([NH:13][C:14]([O:16][C:17]([CH3:19])([CH3:20])[CH3:18])=[O:15])=[N:10][C:9]([C:21]2[CH:26]=[C:25]([NH2:27])[CH:24]=[CH:23][C:22]=2[F:30])([CH:31]([F:32])[F:33])[CH2:8]1)=[O:6]. (3) Given the reactants Cl.[NH2:2][C@H:3]1[CH2:7][CH2:6][CH2:5][C@H:4]1[OH:8].C(N(CC)C(C)C)(C)C.[C:18](=O)([O:24]C(C)(C)C)[O:19][C:20]([CH3:23])([CH3:22])[CH3:21], predict the reaction product. The product is: [C:20]([O:19][C:18](=[O:24])[NH:2][C@H:3]1[CH2:7][CH2:6][CH2:5][C@H:4]1[OH:8])([CH3:23])([CH3:22])[CH3:21]. (4) Given the reactants [OH:1][C:2]1[C:7](=[O:8])[CH:6]=[CH:5][NH:4][C:3]=1[CH3:9].C(=O)([O-])[O-].[K+].[K+].[C:16]([CH:20](OC(F)(F)F)[OH:21])([F:19])([F:18])[F:17], predict the reaction product. The product is: [OH:1][C:2]1[C:7](=[O:8])[C:6]([CH:20]([OH:21])[C:16]([F:19])([F:18])[F:17])=[CH:5][NH:4][C:3]=1[CH3:9]. (5) Given the reactants Br[C:2]1[N:7]=[CH:6][C:5]([O:8][CH2:9][CH:10]2[CH2:15][CH2:14][N:13]([C:16]([O:18][CH:19]([CH3:21])[CH3:20])=[O:17])[CH2:12][CH2:11]2)=[CH:4][CH:3]=1.[CH2:22]([O:24][C:25]([C:27]1[CH:32]=[CH:31][C:30](B(O)O)=[CH:29][CH:28]=1)=[O:26])[CH3:23].C([O-])([O-])=O.[Na+].[Na+], predict the reaction product. The product is: [CH3:20][CH:19]([O:18][C:16]([N:13]1[CH2:14][CH2:15][CH:10]([CH2:9][O:8][C:5]2[CH:6]=[N:7][C:2]([C:30]3[CH:31]=[CH:32][C:27]([C:25]([O:24][CH2:22][CH3:23])=[O:26])=[CH:28][CH:29]=3)=[CH:3][CH:4]=2)[CH2:11][CH2:12]1)=[O:17])[CH3:21]. (6) Given the reactants [Br:1][C:2]1[C:7]([C:8]2[CH:13]=[CH:12][C:11]([F:14])=[CH:10][C:9]=2[F:15])=[C:6]([F:16])[C:5]([OH:17])=[C:4]([CH:18]=[O:19])[CH:3]=1.I[CH:21]([CH3:23])[CH3:22], predict the reaction product. The product is: [Br:1][C:2]1[C:7]([C:8]2[CH:13]=[CH:12][C:11]([F:14])=[CH:10][C:9]=2[F:15])=[C:6]([F:16])[C:5]([O:17][CH:21]([CH3:23])[CH3:22])=[C:4]([CH:18]=[O:19])[CH:3]=1. (7) Given the reactants [OH:1][C:2]1[CH:18]=[CH:17][C:5]([C:6]2[CH2:7][O:8][C:9]3[C:14]([CH:15]=2)=[CH:13][CH:12]=[C:11](O)[CH:10]=3)=[CH:4][CH:3]=1.[CH3:19][C:20]1[CH:21]=[C:22]([CH:24]=[CH:25][C:26]=1[CH3:27])[NH2:23].[CH2:28]=[O:29].[CH2:30](O)C, predict the reaction product. The product is: [CH3:19][C:20]1[CH:21]=[C:22]([N:23]2[CH2:30][C:12]3[CH:13]=[C:14]4[C:9](=[CH:10][C:11]=3[O:29][CH2:28]2)[O:8][CH2:7][C:6]([C:5]2[CH:17]=[CH:18][C:2]([OH:1])=[CH:3][CH:4]=2)=[CH:15]4)[CH:24]=[CH:25][C:26]=1[CH3:27].